Dataset: CYP1A2 inhibition data for predicting drug metabolism from PubChem BioAssay. Task: Regression/Classification. Given a drug SMILES string, predict its absorption, distribution, metabolism, or excretion properties. Task type varies by dataset: regression for continuous measurements (e.g., permeability, clearance, half-life) or binary classification for categorical outcomes (e.g., BBB penetration, CYP inhibition). Dataset: cyp1a2_veith. (1) The drug is Cc1cccc(C)c1NC(=O)C(c1ccc(Cl)cc1Cl)N1CCCCC1. The result is 0 (non-inhibitor). (2) The drug is O=Nc1c(-c2c(O)[nH]c3ccccc23)[nH]c2ccccc12. The result is 1 (inhibitor). (3) The compound is CCOC(=O)Cn1nc(C)n(-c2ccc(C)cc2)c1=O. The result is 0 (non-inhibitor).